From a dataset of Full USPTO retrosynthesis dataset with 1.9M reactions from patents (1976-2016). Predict the reactants needed to synthesize the given product. Given the product [CH3:1][NH:15][C:14]1[CH:13]=[CH:12][C:8]([C:9]([OH:11])=[O:10])=[CH:7][C:6]=1[N+:3]([O-:5])=[O:4], predict the reactants needed to synthesize it. The reactants are: [CH3:1]N.[N+:3]([C:6]1[CH:7]=[C:8]([CH:12]=[CH:13][C:14]=1[N+:15]([O-])=O)[C:9]([OH:11])=[O:10])([O-:5])=[O:4].